From a dataset of NCI-60 drug combinations with 297,098 pairs across 59 cell lines. Regression. Given two drug SMILES strings and cell line genomic features, predict the synergy score measuring deviation from expected non-interaction effect. (1) Drug 1: C1=NC2=C(N1)C(=S)N=C(N2)N. Drug 2: C1CN1P(=S)(N2CC2)N3CC3. Cell line: NCI-H226. Synergy scores: CSS=12.4, Synergy_ZIP=-2.35, Synergy_Bliss=-0.586, Synergy_Loewe=-1.04, Synergy_HSA=-0.431. (2) Drug 1: CC12CCC(CC1=CCC3C2CCC4(C3CC=C4C5=CN=CC=C5)C)O. Drug 2: CC1=C(C(=O)C2=C(C1=O)N3CC4C(C3(C2COC(=O)N)OC)N4)N. Cell line: A549. Synergy scores: CSS=33.4, Synergy_ZIP=-0.892, Synergy_Bliss=-2.05, Synergy_Loewe=-16.2, Synergy_HSA=-1.19. (3) Drug 1: CC1=C(C(=O)C2=C(C1=O)N3CC4C(C3(C2COC(=O)N)OC)N4)N. Drug 2: COC1=C2C(=CC3=C1OC=C3)C=CC(=O)O2. Cell line: HS 578T. Synergy scores: CSS=-0.0365, Synergy_ZIP=0.340, Synergy_Bliss=2.51, Synergy_Loewe=-1.12, Synergy_HSA=0.328. (4) Drug 1: C1=CC=C(C(=C1)C(C2=CC=C(C=C2)Cl)C(Cl)Cl)Cl. Drug 2: C1=CN(C=N1)CC(O)(P(=O)(O)O)P(=O)(O)O. Cell line: 786-0. Synergy scores: CSS=2.00, Synergy_ZIP=-1.55, Synergy_Bliss=-2.09, Synergy_Loewe=-1.31, Synergy_HSA=-2.47.